This data is from TCR-epitope binding with 47,182 pairs between 192 epitopes and 23,139 TCRs. The task is: Binary Classification. Given a T-cell receptor sequence (or CDR3 region) and an epitope sequence, predict whether binding occurs between them. (1) The epitope is YFPLQSYGF. The TCR CDR3 sequence is CASGLLPENTEAFF. Result: 1 (the TCR binds to the epitope). (2) The epitope is VTEHDTLLY. The TCR CDR3 sequence is CASSQAGSNYGYTF. Result: 1 (the TCR binds to the epitope). (3) The epitope is EIYKRWII. The TCR CDR3 sequence is CSVRDGYEQYF. Result: 1 (the TCR binds to the epitope). (4) The epitope is QECVRGTTVL. The TCR CDR3 sequence is CASSLSSYEQYF. Result: 0 (the TCR does not bind to the epitope). (5) The epitope is VLWAHGFEL. The TCR CDR3 sequence is CASSLDRVGGYTF. Result: 1 (the TCR binds to the epitope). (6) The epitope is MPASWVMRI. The TCR CDR3 sequence is CASSFLGPRGEQYF. Result: 0 (the TCR does not bind to the epitope).